This data is from Catalyst prediction with 721,799 reactions and 888 catalyst types from USPTO. The task is: Predict which catalyst facilitates the given reaction. (1) Reactant: [C:1]([O:5][C:6]([N:8]1[CH2:15][CH2:14][CH2:13][C@H:9]1[C:10]([OH:12])=[O:11])=[O:7])([CH3:4])([CH3:3])[CH3:2].CCN(C(C)C)C(C)C.Br[CH2:26][C:27]([C:29]1[CH:34]=[CH:33][C:32]([N+:35]([O-:37])=[O:36])=[CH:31][CH:30]=1)=[O:28]. Product: [N:8]1([C:6]([O:5][C:1]([CH3:4])([CH3:2])[CH3:3])=[O:7])[CH2:15][CH2:14][CH2:13][C@H:9]1[C:10]([O:12][CH2:26][C:27]([C:29]1[CH:30]=[CH:31][C:32]([N+:35]([O-:37])=[O:36])=[CH:33][CH:34]=1)=[O:28])=[O:11]. The catalyst class is: 2. (2) Reactant: [CH2:1]([O:8][C@H:9]1[C@H:14]([O:15][CH2:16][C:17]2[CH:22]=[CH:21][CH:20]=[CH:19][CH:18]=2)[C@H:13]([O:23][CH2:24][C:25]2[CH:30]=[CH:29][CH:28]=[CH:27][CH:26]=2)[C@H:12]([CH3:31])[O:11][C@H:10]1[CH2:32][CH2:33][CH2:34][CH2:35][OH:36])[C:2]1[CH:7]=[CH:6][CH:5]=[CH:4][CH:3]=1.CC(OI1(OC(C)=O)(OC(C)=O)OC(=O)C2C=CC=CC1=2)=O. Product: [CH2:1]([O:8][C@H:9]1[C@H:14]([O:15][CH2:16][C:17]2[CH:22]=[CH:21][CH:20]=[CH:19][CH:18]=2)[C@H:13]([O:23][CH2:24][C:25]2[CH:26]=[CH:27][CH:28]=[CH:29][CH:30]=2)[C@H:12]([CH3:31])[O:11][C@H:10]1[CH2:32][CH2:33][CH2:34][CH:35]=[O:36])[C:2]1[CH:7]=[CH:6][CH:5]=[CH:4][CH:3]=1. The catalyst class is: 2. (3) Reactant: [Cl:1][C:2]1[N:3]=[C:4](Cl)[C:5]2[CH2:10][CH2:9][CH:8]([C:11]3[CH:16]=[CH:15][C:14]([O:17][C:18]([F:21])([F:20])[F:19])=[CH:13][CH:12]=3)[C:6]=2[N:7]=1.[CH2:23]([NH2:25])[CH3:24]. Product: [Cl:1][C:2]1[N:3]=[C:4]([NH:25][CH2:23][CH3:24])[C:5]2[CH2:10][CH2:9][CH:8]([C:11]3[CH:16]=[CH:15][C:14]([O:17][C:18]([F:21])([F:20])[F:19])=[CH:13][CH:12]=3)[C:6]=2[N:7]=1. The catalyst class is: 5. (4) Reactant: [Cl:1][C:2]1[CH:3]=[C:4]([N:10]2[C:14]3=[N:15][CH:16]=[C:17]([C:18]([NH:20][C:21]4([C:24]([OH:26])=O)[CH2:23][CH2:22]4)=[O:19])[N:13]3[C@:12]([CH3:39])([CH2:27][C:28]3[CH:33]=[CH:32][C:31]([O:34][C:35]([F:38])([F:37])[F:36])=[CH:30][CH:29]=3)[C:11]2=[O:40])[CH:5]=[C:6]([Cl:9])[C:7]=1[F:8].Cl.[CH3:42][N:43]1[CH:47]=[C:46]([C:48]2[CH:49]=[N:50][C:51]([C:54]3([NH2:57])[CH2:56][CH2:55]3)=[N:52][CH:53]=2)[CH:45]=[N:44]1.C(N(C(C)C)CC)(C)C.CN(C(ON1N=NC2C=CC=NC1=2)=[N+](C)C)C.F[P-](F)(F)(F)(F)F. Product: [CH3:42][N:43]1[CH:47]=[C:46]([C:48]2[CH:53]=[N:52][C:51]([C:54]3([NH:57][C:24]([C:21]4([NH:20][C:18]([C:17]5[N:13]6[C@:12]([CH3:39])([CH2:27][C:28]7[CH:33]=[CH:32][C:31]([O:34][C:35]([F:37])([F:36])[F:38])=[CH:30][CH:29]=7)[C:11](=[O:40])[N:10]([C:4]7[CH:5]=[C:6]([Cl:9])[C:7]([F:8])=[C:2]([Cl:1])[CH:3]=7)[C:14]6=[N:15][CH:16]=5)=[O:19])[CH2:23][CH2:22]4)=[O:26])[CH2:56][CH2:55]3)=[N:50][CH:49]=2)[CH:45]=[N:44]1. The catalyst class is: 3. (5) Reactant: C(O)(C(F)(F)F)=O.[F:8][C:9]([F:34])([F:33])[C:10]1[CH:15]=[C:14]([N:16]2[CH2:32][CH2:31][C:19]3([CH2:23][N:22](C(OC(C)(C)C)=O)[CH2:21][CH2:20]3)[CH2:18][CH2:17]2)[CH:13]=[CH:12][N:11]=1. Product: [F:34][C:9]([F:8])([F:33])[C:10]1[CH:15]=[C:14]([N:16]2[CH2:17][CH2:18][C:19]3([CH2:23][NH:22][CH2:21][CH2:20]3)[CH2:31][CH2:32]2)[CH:13]=[CH:12][N:11]=1. The catalyst class is: 2. (6) Reactant: [Br:1][CH2:2][CH:3]1[CH2:6][CH2:5][CH2:4]1.[C:7]1([P:13]([C:20]2[CH:25]=[CH:24][CH:23]=[CH:22][CH:21]=2)[C:14]2[CH:19]=[CH:18][CH:17]=[CH:16][CH:15]=2)[CH:12]=[CH:11][CH:10]=[CH:9][CH:8]=1.CCCCCC. Product: [Br-:1].[CH:3]1([CH2:2][P+:13]([C:14]2[CH:15]=[CH:16][CH:17]=[CH:18][CH:19]=2)([C:20]2[CH:25]=[CH:24][CH:23]=[CH:22][CH:21]=2)[C:7]2[CH:8]=[CH:9][CH:10]=[CH:11][CH:12]=2)[CH2:6][CH2:5][CH2:4]1. The catalyst class is: 11.